Dataset: Forward reaction prediction with 1.9M reactions from USPTO patents (1976-2016). Task: Predict the product of the given reaction. (1) Given the reactants [OH:1][C:2]([CH3:35])([CH3:34])[CH2:3][C@@:4]1([C:28]2[CH:33]=[CH:32][CH:31]=[CH:30][CH:29]=2)[O:9][C:8](=[O:10])[N:7]([C@H:11]([C:13]2[CH:18]=[CH:17][C:16](B3OC(C)(C)C(C)(C)O3)=[CH:15][CH:14]=2)[CH3:12])[CH2:6][CH2:5]1.[CH3:36][N:37]([CH3:50])[C:38]([C:40]1([C:43]2[CH:48]=[CH:47][CH:46]=[C:45](Br)[N:44]=2)[CH2:42][CH2:41]1)=[O:39], predict the reaction product. The product is: [CH3:36][N:37]([CH3:50])[C:38]([C:40]1([C:43]2[CH:48]=[CH:47][CH:46]=[C:45]([C:16]3[CH:17]=[CH:18][C:13]([C@@H:11]([N:7]4[CH2:6][CH2:5][C@:4]([CH2:3][C:2]([OH:1])([CH3:35])[CH3:34])([C:28]5[CH:33]=[CH:32][CH:31]=[CH:30][CH:29]=5)[O:9][C:8]4=[O:10])[CH3:12])=[CH:14][CH:15]=3)[N:44]=2)[CH2:42][CH2:41]1)=[O:39]. (2) Given the reactants [F:1][C:2]1[CH:7]=[CH:6][C:5]([C:8]2[N:9]=[C:10]([CH:28]3[CH2:33][CH2:32][NH:31][CH2:30][CH2:29]3)[S:11][C:12]=2[C:13]2[CH:18]=[CH:17][N:16]=[C:15]([NH:19][C@H:20]([C:22]3[CH:27]=[CH:26][CH:25]=[CH:24][CH:23]=3)[CH3:21])[CH:14]=2)=[CH:4][CH:3]=1.[CH2:34]=O.[BH4-].[Na+], predict the reaction product. The product is: [F:1][C:2]1[CH:7]=[CH:6][C:5]([C:8]2[N:9]=[C:10]([CH:28]3[CH2:33][CH2:32][N:31]([CH3:34])[CH2:30][CH2:29]3)[S:11][C:12]=2[C:13]2[CH:18]=[CH:17][N:16]=[C:15]([NH:19][C@H:20]([C:22]3[CH:27]=[CH:26][CH:25]=[CH:24][CH:23]=3)[CH3:21])[CH:14]=2)=[CH:4][CH:3]=1. (3) The product is: [Cl:1][C:2]1[CH:3]=[C:4]([CH:32]=[CH:33][C:34]=1[F:35])[CH2:5][N:6]1[CH:20]=[C:19]([N:21]([C:22]([O:24][C:25]([CH3:28])([CH3:27])[CH3:26])=[O:23])[S:39]([CH3:38])(=[O:41])=[O:40])[C:18]2[N:11]3[CH2:12][CH2:13][N:14]([CH3:17])[C:15](=[O:16])[C:10]3=[C:9]([O:29][CH3:30])[C:8]=2[C:7]1=[O:31]. Given the reactants [Cl:1][C:2]1[CH:3]=[C:4]([CH:32]=[CH:33][C:34]=1[F:35])[CH2:5][N:6]1[CH:20]=[C:19]([NH:21][C:22]([O:24][C:25]([CH3:28])([CH3:27])[CH3:26])=[O:23])[C:18]2[N:11]3[CH2:12][CH2:13][N:14]([CH3:17])[C:15](=[O:16])[C:10]3=[C:9]([O:29][CH3:30])[C:8]=2[C:7]1=[O:31].[H-].[Na+].[CH3:38][S:39](Cl)(=[O:41])=[O:40], predict the reaction product. (4) Given the reactants [H-].[Na+].[Br:3][C:4]1[S:5][C:6]2[CH2:7][C:8]3[C:14]([C:15]4[CH:20]=[CH:19][C:18]([O:21][CH3:22])=[CH:17][CH:16]=4)=[N:13][NH:12][C:9]=3[C:10]=2[CH:11]=1.[CH3:23][Si:24]([CH2:27][CH2:28][O:29][CH2:30]Cl)([CH3:26])[CH3:25], predict the reaction product. The product is: [Br:3][C:4]1[S:5][C:6]2[CH2:7][C:8]3[C:14]([C:15]4[CH:20]=[CH:19][C:18]([O:21][CH3:22])=[CH:17][CH:16]=4)=[N:13][N:12]([CH2:30][O:29][CH2:28][CH2:27][Si:24]([CH3:26])([CH3:25])[CH3:23])[C:9]=3[C:10]=2[CH:11]=1. (5) Given the reactants [C:1]1([CH:11]=O)[C:10]2[C:5](=[CH:6][CH:7]=[CH:8][CH:9]=2)[CH:4]=[CH:3][CH:2]=1.[Cl:13]C(Cl)C(OC)=O.C[C:21](C)([O-:23])C.[K+].[OH2:26].[C:27]([OH:31])([CH3:30])(C)C, predict the reaction product. The product is: [Cl:13][CH:11]([C:1]1[C:10]2[C:5](=[CH:6][CH:7]=[CH:8][CH:9]=2)[CH:4]=[CH:3][CH:2]=1)[C:27](=[O:31])[C:30]([O:23][CH3:21])=[O:26].